From a dataset of Full USPTO retrosynthesis dataset with 1.9M reactions from patents (1976-2016). Predict the reactants needed to synthesize the given product. Given the product [ClH:10].[CH:1]([N:4]1[CH2:9][CH2:8][N:7]([C:11]2[CH:20]=[CH:19][C:18]3[CH:17]=[C:16]4[O:21][CH2:22][O:23][C:15]4=[CH:14][C:13]=3[N:12]=2)[CH2:6][CH2:5]1)([CH3:3])[CH3:2], predict the reactants needed to synthesize it. The reactants are: [CH:1]([N:4]1[CH2:9][CH2:8][NH:7][CH2:6][CH2:5]1)([CH3:3])[CH3:2].[Cl:10][C:11]1[CH:20]=[CH:19][C:18]2[CH:17]=[C:16]3[O:21][CH2:22][O:23][C:15]3=[CH:14][C:13]=2[N:12]=1.